Dataset: Reaction yield outcomes from USPTO patents with 853,638 reactions. Task: Predict the reaction yield, written as a fraction of the theoretical maximum amount of product (1.0 means a 100% yield; for example, 0.34 means a 34% yield). (1) The reactants are [CH3:1][C:2]1[C:6]2[C:7](=[O:19])[N:8]([CH2:11][CH2:12][N:13]3[CH2:18][CH2:17][CH2:16][CH2:15][CH2:14]3)[CH2:9][CH2:10][C:5]=2[NH:4][C:3]=1[CH:20]=O.[CH3:22][O:23][C:24]1[CH:32]=[C:31]2[C:27]([CH2:28][C:29](=[O:33])[NH:30]2)=[CH:26][CH:25]=1. No catalyst specified. The product is [CH3:22][O:23][C:24]1[CH:32]=[C:31]2[C:27]([C:28](=[CH:20][C:3]3[NH:4][C:5]4[CH2:10][CH2:9][N:8]([CH2:11][CH2:12][N:13]5[CH2:14][CH2:15][CH2:16][CH2:17][CH2:18]5)[C:7](=[O:19])[C:6]=4[C:2]=3[CH3:1])[C:29](=[O:33])[NH:30]2)=[CH:26][CH:25]=1. The yield is 0.618. (2) The reactants are [NH2:1][C:2]1[CH:7]=[C:6]([F:8])[CH:5]=[CH:4][C:3]=1[NH:9][C:10](=[O:18])[C:11]1[CH:16]=[CH:15][C:14](Cl)=[N:13][CH:12]=1.[CH2:19]([NH2:24])[CH2:20][CH2:21][CH2:22][NH2:23]. No catalyst specified. The product is [NH2:1][C:2]1[CH:7]=[C:6]([F:8])[CH:5]=[CH:4][C:3]=1[NH:9][C:10](=[O:18])[C:11]1[CH:16]=[CH:15][C:14]([NH:23][CH2:22][CH2:21][CH2:20][CH2:19][NH2:24])=[N:13][CH:12]=1. The yield is 0.470.